This data is from Full USPTO retrosynthesis dataset with 1.9M reactions from patents (1976-2016). The task is: Predict the reactants needed to synthesize the given product. (1) Given the product [C:18]1([P:7]([C:1]2[CH:2]=[CH:3][CH:4]=[CH:5][CH:6]=2)[C:8]2[CH:9]=[CH:10][CH:11]=[C:12]3[C:17]=2[NH:16][CH:15]([CH3:25])[CH:14]=[CH:13]3)[CH:19]=[CH:20][CH:21]=[CH:22][CH:23]=1, predict the reactants needed to synthesize it. The reactants are: [C:1]1([P:7]([C:18]2[CH:23]=[CH:22][CH:21]=[CH:20][CH:19]=2)[C:8]2[CH:9]=[CH:10][CH:11]=[C:12]3[C:17]=2[N:16]=[CH:15][CH:14]=[CH:13]3)[CH:6]=[CH:5][CH:4]=[CH:3][CH:2]=1.[Li][CH3:25].[NH4+].[Cl-]. (2) Given the product [CH3:8][C:6]1[CH:7]=[C:2]2[C:3]([O:9][CH2:10][C:11]3[N:12]=[C:13]([NH:16][C:17](=[O:19])[CH3:18])[S:14][C:15]=32)=[CH:4][N:5]=1, predict the reactants needed to synthesize it. The reactants are: Br[C:2]1[CH:7]=[C:6]([CH3:8])[N:5]=[CH:4][C:3]=1[O:9][CH2:10][C:11]1[N:12]=[C:13]([NH:16][C:17](=[O:19])[CH3:18])[S:14][CH:15]=1.C(=O)([O-])[O-].[Cs+].[Cs+].F[B-](F)(F)F.C(P(CCCC)CCCC)CCC.CCOC(C)=O. (3) Given the product [CH3:1][O:2][C:3]1[CH:8]=[CH:7][C:6]([CH:9]([NH:18][CH:19]([C:22]2[O:23][CH:24]=[CH:25][CH:26]=2)[CH2:20][NH:27][C@@H:28]([CH2:29][CH:30]([CH3:32])[CH3:31])[C:33]([O:35][CH3:36])=[O:34])[C:10]2[CH:15]=[CH:14][C:13]([O:16][CH3:17])=[CH:12][CH:11]=2)=[CH:5][CH:4]=1, predict the reactants needed to synthesize it. The reactants are: [CH3:1][O:2][C:3]1[CH:8]=[CH:7][C:6]([CH:9]([NH:18][CH:19]([C:22]2[O:23][CH:24]=[CH:25][CH:26]=2)[CH:20]=O)[C:10]2[CH:15]=[CH:14][C:13]([O:16][CH3:17])=[CH:12][CH:11]=2)=[CH:5][CH:4]=1.[NH2:27][C@H:28]([C:33]([O:35][CH3:36])=[O:34])[CH2:29][CH:30]([CH3:32])[CH3:31].Cl.[BH-](OC(C)=O)(OC(C)=O)OC(C)=O.[Na+]. (4) Given the product [CH:22]1([CH2:21][O:20][C:15]2[CH:16]=[CH:17][CH:18]=[CH:19][C:14]=2/[CH:13]=[CH:12]/[CH:9]2[CH2:10][CH2:11][NH:6][CH2:7][CH2:8]2)[CH2:23][CH2:24][CH2:25][CH2:26][CH2:27]1, predict the reactants needed to synthesize it. The reactants are: C(OC([N:6]1[CH2:11][CH2:10][CH:9](/[CH:12]=[CH:13]/[C:14]2[CH:19]=[CH:18][CH:17]=[CH:16][C:15]=2[O:20][CH2:21][CH:22]2[CH2:27][CH2:26][CH2:25][CH2:24][CH2:23]2)[CH2:8][CH2:7]1)=O)=C.Cl.CO. (5) Given the product [N:10]1[CH:9]=[C:8]([C:6]2[CH:5]=[CH:4][N:3]=[C:2]([NH:17][CH:18]3[CH2:23][CH2:22][CH:21]([NH:24][S:25]([CH3:28])(=[O:27])=[O:26])[CH2:20][CH2:19]3)[N:7]=2)[N:12]2[CH:13]=[CH:14][CH:15]=[CH:16][C:11]=12, predict the reactants needed to synthesize it. The reactants are: Cl[C:2]1[N:7]=[C:6]([C:8]2[N:12]3[CH:13]=[CH:14][CH:15]=[CH:16][C:11]3=[N:10][CH:9]=2)[CH:5]=[CH:4][N:3]=1.[NH2:17][CH:18]1[CH2:23][CH2:22][CH:21]([NH:24][S:25]([CH3:28])(=[O:27])=[O:26])[CH2:20][CH2:19]1. (6) Given the product [CH3:21][O:20][C:17]1[CH:18]=[CH:19][C:14]([N:12]([CH3:13])[C:10](=[O:11])[C@@H:9]([NH:22][C:23](=[O:29])[O:24][C:25]([CH3:28])([CH3:27])[CH3:26])[CH2:8][C:4]2[CH:5]=[CH:6][CH:7]=[C:2]([CH:30]=[CH2:31])[CH:3]=2)=[CH:15][CH:16]=1, predict the reactants needed to synthesize it. The reactants are: Br[C:2]1[CH:3]=[C:4]([CH2:8][C@H:9]([NH:22][C:23](=[O:29])[O:24][C:25]([CH3:28])([CH3:27])[CH3:26])[C:10]([N:12]([C:14]2[CH:19]=[CH:18][C:17]([O:20][CH3:21])=[CH:16][CH:15]=2)[CH3:13])=[O:11])[CH:5]=[CH:6][CH:7]=1.[CH3:30][C:31]1(C)C(C)(C)OB(C=C)O1.C(=O)([O-])[O-].[K+].[K+].